This data is from NCI-60 drug combinations with 297,098 pairs across 59 cell lines. The task is: Regression. Given two drug SMILES strings and cell line genomic features, predict the synergy score measuring deviation from expected non-interaction effect. (1) Drug 1: C1=NC2=C(N1)C(=S)N=C(N2)N. Drug 2: CN1C(=O)N2C=NC(=C2N=N1)C(=O)N. Cell line: NCI-H322M. Synergy scores: CSS=32.8, Synergy_ZIP=2.66, Synergy_Bliss=3.70, Synergy_Loewe=-32.5, Synergy_HSA=-0.713. (2) Drug 1: C1=CC(=CC=C1CCC2=CNC3=C2C(=O)NC(=N3)N)C(=O)NC(CCC(=O)O)C(=O)O. Drug 2: CCCS(=O)(=O)NC1=C(C(=C(C=C1)F)C(=O)C2=CNC3=C2C=C(C=N3)C4=CC=C(C=C4)Cl)F. Cell line: HL-60(TB). Synergy scores: CSS=28.7, Synergy_ZIP=-3.32, Synergy_Bliss=-9.46, Synergy_Loewe=-27.4, Synergy_HSA=-14.8.